From a dataset of Forward reaction prediction with 1.9M reactions from USPTO patents (1976-2016). Predict the product of the given reaction. (1) Given the reactants [CH2:1]([O:3][C:4]([C:6]1[C:7]([NH2:12])=[N:8][NH:9][C:10]=1[CH3:11])=[O:5])[CH3:2].C([O-])([O-])=O.[K+].[K+].Cl[CH2:20][C:21]([N:23]1[CH2:28][CH2:27][N:26]([C:29]2[CH:34]=[CH:33][C:32]([F:35])=[CH:31][CH:30]=2)[CH2:25][CH2:24]1)=[O:22].CN(C=O)C, predict the reaction product. The product is: [CH2:1]([O:3][C:4]([C:6]1[C:7]([NH2:12])=[N:8][N:9]([CH2:20][C:21]([N:23]2[CH2:24][CH2:25][N:26]([C:29]3[CH:34]=[CH:33][C:32]([F:35])=[CH:31][CH:30]=3)[CH2:27][CH2:28]2)=[O:22])[C:10]=1[CH3:11])=[O:5])[CH3:2]. (2) Given the reactants Br[CH2:2][C:3]1[CH:7]=[C:6]([C:8]2[S:9][CH:10]=[CH:11][CH:12]=2)[N:5]([CH3:13])[N:4]=1.[P:14]([O:21]CC)([O:18][CH2:19][CH3:20])[O:15][CH2:16][CH3:17].O1CCOCC1, predict the reaction product. The product is: [CH3:13][N:5]1[C:6]([C:8]2[S:9][CH:10]=[CH:11][CH:12]=2)=[CH:7][C:3]([CH2:2][P:14](=[O:21])([O:18][CH2:19][CH3:20])[O:15][CH2:16][CH3:17])=[N:4]1. (3) Given the reactants C(OC([N:8]1[CH2:13][CH2:12][CH:11]([N:14]2[CH2:18][C:17]3[CH:19]=[C:20]([C:23]4[C:31]5[C:26](=[CH:27][C:28]([F:32])=[CH:29][CH:30]=5)[N:25](C(OC(C)(C)C)=O)[CH:24]=4)[CH:21]=[CH:22][C:16]=3[S:15]2(=[O:41])=[O:40])[CH2:10][CH2:9]1)=O)(C)(C)C.FC(F)(F)C(O)=O.N.O, predict the reaction product. The product is: [F:32][C:28]1[CH:27]=[C:26]2[C:31]([C:23]([C:20]3[CH:21]=[CH:22][C:16]4[S:15](=[O:40])(=[O:41])[N:14]([CH:11]5[CH2:10][CH2:9][NH:8][CH2:13][CH2:12]5)[CH2:18][C:17]=4[CH:19]=3)=[CH:24][NH:25]2)=[CH:30][CH:29]=1. (4) Given the reactants [Cl:1][C:2]1[CH:7]=[CH:6][C:5]([CH:8]([CH3:13])[C:9]([O:11]C)=[O:10])=[CH:4][C:3]=1[OH:14].[CH3:15][S:16]([C:19]1[CH:24]=[CH:23][C:22](F)=[C:21]([Cl:26])[CH:20]=1)(=[O:18])=[O:17], predict the reaction product. The product is: [Cl:1][C:2]1[CH:7]=[CH:6][C:5]([CH:8]([CH3:13])[C:9]([OH:11])=[O:10])=[CH:4][C:3]=1[O:14][C:22]1[CH:23]=[CH:24][C:19]([S:16]([CH3:15])(=[O:18])=[O:17])=[CH:20][C:21]=1[Cl:26]. (5) Given the reactants Br[C:2]1[C:3]([C:10]([O:12][CH3:13])=[O:11])=[N:4][C:5]([S:8][CH3:9])=[N:6][CH:7]=1.C(N(CC)CC)C.[C:21]([CH:23]1[CH2:25][CH2:24]1)#[CH:22], predict the reaction product. The product is: [CH:23]1([C:21]#[C:22][C:2]2[C:3]([C:10]([O:12][CH3:13])=[O:11])=[N:4][C:5]([S:8][CH3:9])=[N:6][CH:7]=2)[CH2:25][CH2:24]1. (6) Given the reactants [CH2:1]([N:8]1[CH2:17][CH2:16][C:15]2[N:14]=[C:13](Cl)[CH:12]=[CH:11][C:10]=2[CH2:9]1)[C:2]1[CH:7]=[CH:6][CH:5]=[CH:4][CH:3]=1.[NH:19]1[CH2:23][CH2:22][CH2:21][CH2:20]1.CC(C1C=C(C(C)C)C(C2C=CC=CC=2P(C2CCCCC2)C2CCCCC2)=C(C(C)C)C=1)C.CC(C)([O-])C.[Na+], predict the reaction product. The product is: [CH2:1]([N:8]1[CH2:17][CH2:16][C:15]2[N:14]=[C:13]([N:19]3[CH2:23][CH2:22][CH2:21][CH2:20]3)[CH:12]=[CH:11][C:10]=2[CH2:9]1)[C:2]1[CH:7]=[CH:6][CH:5]=[CH:4][CH:3]=1.